From a dataset of Forward reaction prediction with 1.9M reactions from USPTO patents (1976-2016). Predict the product of the given reaction. Given the reactants Cl.[C:2]1([CH3:27])[CH:7]=[CH:6][CH:5]=[CH:4][C:3]=1[CH:8]1[CH2:17][CH2:16][C:15]2[C:10](=[CH:11][CH:12]=[C:13]([O:18][C@@H:19]3[CH2:24][CH2:23][C@H:22]([CH2:25][NH2:26])[CH2:21][CH2:20]3)[CH:14]=2)[O:9]1.[C:28]([O:32][C:33]([NH:35][CH2:36][C:37](O)=[O:38])=[O:34])([CH3:31])([CH3:30])[CH3:29].Cl.CN(C)CCCN=C=NCC.OC1C2N=NNC=2C=CC=1.CN1CCOCC1, predict the reaction product. The product is: [C:28]([O:32][C:33](=[O:34])[NH:35][CH2:36][C:37](=[O:38])[NH:26][CH2:25][C@H:22]1[CH2:23][CH2:24][C@@H:19]([O:18][C:13]2[CH:14]=[C:15]3[C:10](=[CH:11][CH:12]=2)[O:9][CH:8]([C:3]2[CH:4]=[CH:5][CH:6]=[CH:7][C:2]=2[CH3:27])[CH2:17][CH2:16]3)[CH2:20][CH2:21]1)([CH3:31])([CH3:29])[CH3:30].